Dataset: NCI-60 drug combinations with 297,098 pairs across 59 cell lines. Task: Regression. Given two drug SMILES strings and cell line genomic features, predict the synergy score measuring deviation from expected non-interaction effect. (1) Drug 1: CC1=CC2C(CCC3(C2CCC3(C(=O)C)OC(=O)C)C)C4(C1=CC(=O)CC4)C. Drug 2: COC1=NC(=NC2=C1N=CN2C3C(C(C(O3)CO)O)O)N. Cell line: RXF 393. Synergy scores: CSS=-3.74, Synergy_ZIP=1.59, Synergy_Bliss=1.12, Synergy_Loewe=-3.39, Synergy_HSA=-2.68. (2) Drug 1: CC(C1=C(C=CC(=C1Cl)F)Cl)OC2=C(N=CC(=C2)C3=CN(N=C3)C4CCNCC4)N. Drug 2: C1CC(C1)(C(=O)O)C(=O)O.[NH2-].[NH2-].[Pt+2]. Cell line: HOP-62. Synergy scores: CSS=20.9, Synergy_ZIP=-1.44, Synergy_Bliss=5.40, Synergy_Loewe=4.45, Synergy_HSA=4.15. (3) Drug 1: C1CN1P(=S)(N2CC2)N3CC3. Drug 2: CC1=C(N=C(N=C1N)C(CC(=O)N)NCC(C(=O)N)N)C(=O)NC(C(C2=CN=CN2)OC3C(C(C(C(O3)CO)O)O)OC4C(C(C(C(O4)CO)O)OC(=O)N)O)C(=O)NC(C)C(C(C)C(=O)NC(C(C)O)C(=O)NCCC5=NC(=CS5)C6=NC(=CS6)C(=O)NCCC[S+](C)C)O. Cell line: SF-539. Synergy scores: CSS=49.2, Synergy_ZIP=-9.84, Synergy_Bliss=-4.76, Synergy_Loewe=-1.61, Synergy_HSA=0.590. (4) Drug 1: CN(CC1=CN=C2C(=N1)C(=NC(=N2)N)N)C3=CC=C(C=C3)C(=O)NC(CCC(=O)O)C(=O)O. Drug 2: C1C(C(OC1N2C=NC3=C(N=C(N=C32)Cl)N)CO)O. Cell line: A498. Synergy scores: CSS=16.7, Synergy_ZIP=-11.3, Synergy_Bliss=-6.23, Synergy_Loewe=-17.4, Synergy_HSA=-5.43. (5) Drug 1: CS(=O)(=O)C1=CC(=C(C=C1)C(=O)NC2=CC(=C(C=C2)Cl)C3=CC=CC=N3)Cl. Drug 2: C(CCl)NC(=O)N(CCCl)N=O. Cell line: SF-295. Synergy scores: CSS=-0.227, Synergy_ZIP=-2.24, Synergy_Bliss=-5.61, Synergy_Loewe=-4.89, Synergy_HSA=-4.98. (6) Synergy scores: CSS=29.8, Synergy_ZIP=-12.7, Synergy_Bliss=-18.1, Synergy_Loewe=-24.0, Synergy_HSA=-15.8. Cell line: SK-MEL-28. Drug 1: CN(CC1=CN=C2C(=N1)C(=NC(=N2)N)N)C3=CC=C(C=C3)C(=O)NC(CCC(=O)O)C(=O)O. Drug 2: CC1C(C(CC(O1)OC2CC(CC3=C2C(=C4C(=C3O)C(=O)C5=C(C4=O)C(=CC=C5)OC)O)(C(=O)CO)O)N)O.Cl. (7) Drug 2: C(CCl)NC(=O)N(CCCl)N=O. Drug 1: C1CN1P(=S)(N2CC2)N3CC3. Cell line: OVCAR-4. Synergy scores: CSS=4.31, Synergy_ZIP=-2.33, Synergy_Bliss=-2.10, Synergy_Loewe=-0.842, Synergy_HSA=-0.766. (8) Drug 1: C(=O)(N)NO. Drug 2: COC1=C2C(=CC3=C1OC=C3)C=CC(=O)O2. Cell line: EKVX. Synergy scores: CSS=-0.848, Synergy_ZIP=1.61, Synergy_Bliss=0.0501, Synergy_Loewe=-2.33, Synergy_HSA=-3.08. (9) Drug 1: CS(=O)(=O)CCNCC1=CC=C(O1)C2=CC3=C(C=C2)N=CN=C3NC4=CC(=C(C=C4)OCC5=CC(=CC=C5)F)Cl. Drug 2: C1=CC=C(C(=C1)C(C2=CC=C(C=C2)Cl)C(Cl)Cl)Cl. Cell line: A549. Synergy scores: CSS=9.56, Synergy_ZIP=-2.91, Synergy_Bliss=0.160, Synergy_Loewe=-3.12, Synergy_HSA=-2.83. (10) Drug 1: CC1=C2C(C(=O)C3(C(CC4C(C3C(C(C2(C)C)(CC1OC(=O)C(C(C5=CC=CC=C5)NC(=O)C6=CC=CC=C6)O)O)OC(=O)C7=CC=CC=C7)(CO4)OC(=O)C)O)C)OC(=O)C. Drug 2: C1CN1C2=NC(=NC(=N2)N3CC3)N4CC4. Cell line: MCF7. Synergy scores: CSS=15.7, Synergy_ZIP=0.719, Synergy_Bliss=2.70, Synergy_Loewe=1.65, Synergy_HSA=2.97.